Dataset: Catalyst prediction with 721,799 reactions and 888 catalyst types from USPTO. Task: Predict which catalyst facilitates the given reaction. (1) Reactant: [Si:1]([O:8][CH2:9][C:10]1[N:15]=[CH:14][C:13]2[N:16]=[CH:17][N:18]([C:19]3[S:23][C:22]([C:24]([O:26]C)=O)=[C:21]([O:28][CH:29]([C:31]4[CH:36]=[CH:35][CH:34]=[CH:33][C:32]=4[O:37][CH:38]([F:40])[F:39])[CH3:30])[CH:20]=3)[C:12]=2[CH:11]=1)([C:4]([CH3:7])([CH3:6])[CH3:5])([CH3:3])[CH3:2].[NH3:41]. Product: [Si:1]([O:8][CH2:9][C:10]1[N:15]=[CH:14][C:13]2[N:16]=[CH:17][N:18]([C:19]3[S:23][C:22]([C:24]([NH2:41])=[O:26])=[C:21]([O:28][CH:29]([C:31]4[CH:36]=[CH:35][CH:34]=[CH:33][C:32]=4[O:37][CH:38]([F:39])[F:40])[CH3:30])[CH:20]=3)[C:12]=2[CH:11]=1)([C:4]([CH3:6])([CH3:7])[CH3:5])([CH3:2])[CH3:3]. The catalyst class is: 5. (2) Reactant: [Cl:1][C:2]1[N:7]=[C:6]([C:8]2[S:12][C:11]([N:13]3[CH2:18][CH2:17][O:16][CH2:15][CH2:14]3)=[N:10][C:9]=2[C:19]2[C:20]([F:26])=[C:21]([CH:23]=[CH:24][CH:25]=2)[NH2:22])[CH:5]=[CH:4][N:3]=1.[F:27][C:28]1[CH:33]=[CH:32][C:31]([F:34])=[CH:30][C:29]=1[S:35](Cl)(=[O:37])=[O:36]. Product: [Cl:1][C:2]1[N:7]=[C:6]([C:8]2[S:12][C:11]([N:13]3[CH2:14][CH2:15][O:16][CH2:17][CH2:18]3)=[N:10][C:9]=2[C:19]2[C:20]([F:26])=[C:21]([NH:22][S:35]([C:29]3[CH:30]=[C:31]([F:34])[CH:32]=[CH:33][C:28]=3[F:27])(=[O:37])=[O:36])[CH:23]=[CH:24][CH:25]=2)[CH:5]=[CH:4][N:3]=1. The catalyst class is: 17. (3) Reactant: [CH3:1][S:2]([O:5][C:6]1[CH:11]=[CH:10][C:9]([C:12]2([C:20]3[CH:25]=[CH:24][CH:23]=[C:22](Br)[CH:21]=3)[C:16](=[O:17])[N:15]([CH3:18])[CH:14]([NH2:19])[NH:13]2)=[CH:8][CH:7]=1)(=[O:4])=[O:3].[N:27]1[CH:32]=[CH:31][CH:30]=[C:29](B(O)O)[CH:28]=1.C(=O)([O-])[O-].[K+].[K+]. Product: [CH3:1][S:2]([O:5][C:6]1[CH:11]=[CH:10][C:9]([C:12]2([C:20]3[CH:25]=[CH:24][CH:23]=[C:22]([C:29]4[CH:28]=[N:27][CH:32]=[CH:31][CH:30]=4)[CH:21]=3)[C:16](=[O:17])[N:15]([CH3:18])[C:14]([NH2:19])=[N:13]2)=[CH:8][CH:7]=1)(=[O:4])=[O:3]. The catalyst class is: 7. (4) Reactant: [Si]([O:8][C@H:9]([C:34]1[CH:39]=[CH:38][C:37]([OH:40])=[C:36]([CH2:41][OH:42])[CH:35]=1)[CH2:10][NH:11][C:12]([CH3:33])([CH3:32])[CH2:13][C:14]1[CH:15]=[C:16]([CH:29]=[CH:30][CH:31]=1)[C:17]([NH:19][CH2:20][CH2:21][C:22]1[CH:27]=[CH:26][C:25]([Cl:28])=[CH:24][CH:23]=1)=[O:18])(C(C)(C)C)(C)C.[F-].[NH4+]. Product: [Cl:28][C:25]1[CH:26]=[CH:27][C:22]([CH2:21][CH2:20][NH:19][C:17](=[O:18])[C:16]2[CH:29]=[CH:30][CH:31]=[C:14]([CH2:13][C:12]([NH:11][CH2:10][C@H:9]([OH:8])[C:34]3[CH:39]=[CH:38][C:37]([OH:40])=[C:36]([CH2:41][OH:42])[CH:35]=3)([CH3:33])[CH3:32])[CH:15]=2)=[CH:23][CH:24]=1. The catalyst class is: 24. (5) Reactant: [C:1]([N:7]1[CH2:12][CH2:11][N:10]([C:13]([O:15][C:16]([CH3:19])([CH3:18])[CH3:17])=[O:14])[CH2:9][CH2:8]1)(=O)[CH2:2][C:3]([CH3:5])=O.Cl.Cl.Cl.CC1C=C(N2CCN([C@@H]3CN[C@H](C(N4CCSC4)=O)C3)CC2)N(C2C=CC=CC=2)N=1.Cl.[C:54]([NH:58][NH2:59])([CH3:57])([CH3:56])[CH3:55]. Product: [C:16]([O:15][C:13]([N:10]1[CH2:11][CH2:12][N:7]([C:1]2[N:58]([C:54]([CH3:57])([CH3:56])[CH3:55])[N:59]=[C:3]([CH3:5])[CH:2]=2)[CH2:8][CH2:9]1)=[O:14])([CH3:19])([CH3:18])[CH3:17]. The catalyst class is: 8. (6) Reactant: Br[C:2]1[CH:7]=[CH:6][C:5]([C:8]([F:11])([F:10])[F:9])=[CH:4][CH:3]=1.C([Li])CCC.[CH2:17]([N:24]1[CH2:29][CH2:28][C:27](=[O:30])[CH2:26][CH2:25]1)[C:18]1[CH:23]=[CH:22][CH:21]=[CH:20][CH:19]=1.Cl. Product: [CH2:17]([N:24]1[CH2:29][CH2:28][C:27]([C:2]2[CH:7]=[CH:6][C:5]([C:8]([F:11])([F:10])[F:9])=[CH:4][CH:3]=2)([OH:30])[CH2:26][CH2:25]1)[C:18]1[CH:19]=[CH:20][CH:21]=[CH:22][CH:23]=1. The catalyst class is: 1. (7) Reactant: C=O.[C:3](O)(=O)C.[Cl-].[NH2+:8]1[CH2:13][CH2:12][CH:11]([C:14]2[CH:23]=[CH:22][C:17]([C:18]([O:20][CH3:21])=[O:19])=[CH:16][CH:15]=2)[CH2:10][CH2:9]1.C([BH3-])#N.[Na+]. Product: [CH3:3][N:8]1[CH2:13][CH2:12][CH:11]([C:14]2[CH:23]=[CH:22][C:17]([C:18]([O:20][CH3:21])=[O:19])=[CH:16][CH:15]=2)[CH2:10][CH2:9]1. The catalyst class is: 20. (8) Reactant: C(O[BH-](OC(=O)C)OC(=O)C)(=O)C.[Na+].[CH:15]([C:17]1[N:18]=[C:19]([NH:22][C:23]([C:25]2[C:26]3[N:27]=[CH:28][CH:29]=[N:30][C:31]=3[C:32]([C:35]3[C:40]([Cl:41])=[C:39]([O:42][CH3:43])[CH:38]=[C:37]([O:44][CH3:45])[C:36]=3[Cl:46])=[CH:33][CH:34]=2)=[O:24])[NH:20][CH:21]=1)=O.[F:47][C:48]([F:52])([F:51])[CH2:49][NH2:50]. Product: [F:47][C:48]([F:52])([F:51])[CH2:49][NH:50][CH2:15][C:17]1[N:18]=[C:19]([NH:22][C:23]([C:25]2[C:26]3[N:27]=[CH:28][CH:29]=[N:30][C:31]=3[C:32]([C:35]3[C:36]([Cl:46])=[C:37]([O:44][CH3:45])[CH:38]=[C:39]([O:42][CH3:43])[C:40]=3[Cl:41])=[CH:33][CH:34]=2)=[O:24])[NH:20][CH:21]=1. The catalyst class is: 2. (9) Reactant: [C:1]([NH:9][C@H:10]([C:13]([O:15][CH2:16][CH3:17])=[O:14])[C:11]#[N:12])(=O)[C:2]1[CH:7]=[CH:6][CH:5]=[CH:4][CH:3]=1.COC1C=CC(P2(SP(C3C=CC(OC)=CC=3)(=S)S2)=[S:27])=CC=1. Product: [NH2:12][C:11]1[S:27][C:1]([C:2]2[CH:7]=[CH:6][CH:5]=[CH:4][CH:3]=2)=[N:9][C:10]=1[C:13]([O:15][CH2:16][CH3:17])=[O:14]. The catalyst class is: 260. (10) Reactant: [NH2:1][CH2:2][CH:3]([NH2:5])[CH3:4].[S:6](Cl)([CH3:9])(=[O:8])=[O:7].C(N(CC)CC)C. Product: [NH2:5][CH:3]([CH3:4])[CH2:2][NH:1][S:6]([CH3:9])(=[O:8])=[O:7]. The catalyst class is: 2.